This data is from NCI-60 drug combinations with 297,098 pairs across 59 cell lines. The task is: Regression. Given two drug SMILES strings and cell line genomic features, predict the synergy score measuring deviation from expected non-interaction effect. (1) Drug 1: CC1=C2C(C(=O)C3(C(CC4C(C3C(C(C2(C)C)(CC1OC(=O)C(C(C5=CC=CC=C5)NC(=O)OC(C)(C)C)O)O)OC(=O)C6=CC=CC=C6)(CO4)OC(=O)C)O)C)O. Drug 2: CCN(CC)CCNC(=O)C1=C(NC(=C1C)C=C2C3=C(C=CC(=C3)F)NC2=O)C. Cell line: HCT116. Synergy scores: CSS=21.9, Synergy_ZIP=7.65, Synergy_Bliss=11.3, Synergy_Loewe=9.91, Synergy_HSA=11.8. (2) Drug 1: CC1CCC2CC(C(=CC=CC=CC(CC(C(=O)C(C(C(=CC(C(=O)CC(OC(=O)C3CCCCN3C(=O)C(=O)C1(O2)O)C(C)CC4CCC(C(C4)OC)OP(=O)(C)C)C)C)O)OC)C)C)C)OC. Cell line: SW-620. Drug 2: C1CCC(C(C1)[NH-])[NH-].C(=O)(C(=O)[O-])[O-].[Pt+4]. Synergy scores: CSS=46.6, Synergy_ZIP=-3.45, Synergy_Bliss=-3.95, Synergy_Loewe=-0.251, Synergy_HSA=1.05. (3) Drug 1: C1=CC(=CC=C1CCCC(=O)O)N(CCCl)CCCl. Drug 2: C(CN)CNCCSP(=O)(O)O. Cell line: SF-539. Synergy scores: CSS=7.61, Synergy_ZIP=-6.32, Synergy_Bliss=-3.09, Synergy_Loewe=-20.0, Synergy_HSA=-4.04.